Dataset: Forward reaction prediction with 1.9M reactions from USPTO patents (1976-2016). Task: Predict the product of the given reaction. (1) Given the reactants [F:1][C:2]([F:7])([F:6])[C:3](O)=O.[F:8][C:9]([F:45])([F:44])[O:10][C:11]1[CH:12]=[C:13]([CH:17]2[N:21]([C:22]3[CH:27]=[CH:26]C(C(F)(F)F)=[CH:24][CH:23]=3)[C:20](=[O:32])[C:19](NC3C=CC(C(F)(F)F)=CC=3)=[CH:18]2)[CH:14]=[CH:15][CH:16]=1.C[O:47]C1CCC(OC)O1, predict the reaction product. The product is: [OH:47][C:19]1[C:20](=[O:32])[N:21]([C:22]2[CH:27]=[CH:26][C:3]([C:2]([F:7])([F:6])[F:1])=[CH:24][CH:23]=2)[CH:17]([C:13]2[CH:14]=[CH:15][CH:16]=[C:11]([O:10][C:9]([F:8])([F:45])[F:44])[CH:12]=2)[CH:18]=1. (2) Given the reactants C([O:3][C:4](=O)[CH:5]([NH:11][C:12]1[CH:13]=[N:14][C:15]([O:18][C:19]2[CH:20]=[C:21]3[C:25](=[CH:26][CH:27]=2)[N:24]([CH3:28])[N:23]=[CH:22]3)=[CH:16][CH:17]=1)[C:6](OCC)=[O:7])C.NC1C=C[C:34]([O:37]C2C=C3C(=CC=2)N(C)N=C3)=[N:35]C=1.BrCC[C:51]([CH2:58][CH3:59])(C([O-])=O)C([O-])=O.C[N:61](C)C1C=CC=CC=1, predict the reaction product. The product is: [CH3:28][N:24]1[C:25]2[C:21](=[CH:20][C:19]([O:18][C:15]3[N:14]=[CH:13][C:12]([N:11]4[C:5]5([C:6](=[O:7])[NH:61][C:34](=[O:37])[NH:35][C:4]5=[O:3])[CH2:51][CH2:58][CH2:59]4)=[CH:17][CH:16]=3)=[CH:27][CH:26]=2)[CH:22]=[N:23]1. (3) The product is: [NH2:48][C:43]1[CH:42]=[C:41]([F:40])[CH:46]=[CH:45][C:44]=1[NH:47][C:6](=[O:8])[C:5]1[CH:9]=[CH:10][C:2]([Cl:1])=[N:3][CH:4]=1. Given the reactants [Cl:1][C:2]1[CH:10]=[CH:9][C:5]([C:6]([OH:8])=O)=[CH:4][N:3]=1.Cl.C(N=C=NCCCN(C)C)C.OC1C2N=NNC=2C=CC=1.C(N(CC)CC)C.[F:40][C:41]1[CH:46]=[CH:45][C:44]([NH2:47])=[C:43]([NH2:48])[CH:42]=1, predict the reaction product. (4) Given the reactants [NH2:1][C:2]1[CH:3]=[N:4][CH:5]=[CH:6][C:7]=1[C@@H:8]1[CH2:13][C@H:12]([CH3:14])[C@@:11]([CH2:16][CH3:17])([OH:15])[C@H:10]([OH:18])[CH2:9]1.[F:19][C:20]1[CH:25]=[CH:24][CH:23]=[C:22]([F:26])[C:21]=1[C:27]1[N:32]=[C:31]([C:33](O)=[O:34])[CH:30]=[CH:29][C:28]=1[F:36].ON1C2N=CC=CC=2N=N1.C(Cl)CCl, predict the reaction product. The product is: [F:19][C:20]1[CH:25]=[CH:24][CH:23]=[C:22]([F:26])[C:21]=1[C:27]1[N:32]=[C:31]([C:33]([NH:1][C:2]2[CH:3]=[N:4][CH:5]=[CH:6][C:7]=2[C@@H:8]2[CH2:13][C@H:12]([CH3:14])[C@@:11]([CH2:16][CH3:17])([OH:15])[C@H:10]([OH:18])[CH2:9]2)=[O:34])[CH:30]=[CH:29][C:28]=1[F:36].